This data is from Full USPTO retrosynthesis dataset with 1.9M reactions from patents (1976-2016). The task is: Predict the reactants needed to synthesize the given product. (1) Given the product [F:31][C:32]1[CH:33]=[CH:34][C:35]([C:2]2[C:3]([C:25]3[CH:26]=[CH:27][N:28]=[CH:29][CH:30]=3)=[N:4][N:5]3[C:10]([C:11]4[CH:12]=[N:13][C:14]([N:17]5[CH2:22][C@@H:21]6[CH2:23][C@H:18]5[CH2:19][N:20]6[CH3:24])=[CH:15][CH:16]=4)=[CH:9][CH:8]=[N:7][C:6]=23)=[C:36]2[C:40]=1[NH:39][N:38]=[CH:37]2, predict the reactants needed to synthesize it. The reactants are: I[C:2]1[C:3]([C:25]2[CH:30]=[CH:29][N:28]=[CH:27][CH:26]=2)=[N:4][N:5]2[C:10]([C:11]3[CH:12]=[N:13][C:14]([N:17]4[CH2:22][C@@H:21]5[CH2:23][C@H:18]4[CH2:19][N:20]5[CH3:24])=[CH:15][CH:16]=3)=[CH:9][CH:8]=[N:7][C:6]=12.[F:31][C:32]1[CH:33]=[CH:34][C:35](B2OC(C)(C)C(C)(C)O2)=[C:36]2[C:40]=1[NH:39][N:38]=[CH:37]2. (2) Given the product [Cl:8][C:9]1[N:18]=[C:17]([N:5]2[CH2:6][CH2:7][C@H:3]([NH:2][CH3:1])[CH2:4]2)[C:16]2[C:11](=[CH:12][C:13]([O:22][CH3:23])=[C:14]([O:20][CH3:21])[CH:15]=2)[N:10]=1, predict the reactants needed to synthesize it. The reactants are: [CH3:1][NH:2][C@H:3]1[CH2:7][CH2:6][NH:5][CH2:4]1.[Cl:8][C:9]1[N:18]=[C:17](Cl)[C:16]2[C:11](=[CH:12][C:13]([O:22][CH3:23])=[C:14]([O:20][CH3:21])[CH:15]=2)[N:10]=1. (3) Given the product [NH2:7][CH2:8][CH2:9][CH2:10][C:11]#[C:12][C:13]1[C:21]2[C:20]([Cl:22])=[N:19][C:18]([NH2:23])=[N:17][C:16]=2[N:15]([CH2:24][C:25]2[C:30]([CH3:31])=[C:29]([O:32][CH3:33])[C:28]([CH3:34])=[CH:27][N:26]=2)[CH:14]=1, predict the reactants needed to synthesize it. The reactants are: C(OC(=O)[NH:7][CH2:8][CH2:9][CH2:10][C:11]#[C:12][C:13]1[C:21]2[C:20]([Cl:22])=[N:19][C:18]([NH2:23])=[N:17][C:16]=2[N:15]([CH2:24][C:25]2[C:30]([CH3:31])=[C:29]([O:32][CH3:33])[C:28]([CH3:34])=[CH:27][N:26]=2)[CH:14]=1)(C)(C)C.C(O)(C(F)(F)F)=O.